Dataset: Forward reaction prediction with 1.9M reactions from USPTO patents (1976-2016). Task: Predict the product of the given reaction. (1) Given the reactants [CH2:1]([OH:6])[CH2:2][CH2:3][CH2:4][OH:5].N1C=CC=CC=1.[C:13](Cl)(=[O:17])[O:14][CH2:15][Cl:16], predict the reaction product. The product is: [C:13](=[O:17])([O:5][CH2:4][CH2:3][CH2:2][CH2:1][OH:6])[O:14][CH2:15][Cl:16]. (2) Given the reactants [O:1]=[C:2]1[CH2:11][CH2:10][C:9]2[C:4](=[CH:5][CH:6]=[CH:7][N:8]=2)[N:3]1[CH2:12][C:13]([OH:15])=O.[Br:16][C:17]1[C:18]([C:23]2[O:24][CH:25]=[CH:26][N:27]=2)=[C:19]([NH2:22])[S:20][CH:21]=1, predict the reaction product. The product is: [Br:16][C:17]1[C:18]([C:23]2[O:24][CH:25]=[CH:26][N:27]=2)=[C:19]([NH:22][C:13](=[O:15])[CH2:12][N:3]2[C:4]3[C:9](=[N:8][CH:7]=[CH:6][CH:5]=3)[CH2:10][CH2:11][C:2]2=[O:1])[S:20][CH:21]=1.